The task is: Regression. Given a peptide amino acid sequence and an MHC pseudo amino acid sequence, predict their binding affinity value. This is MHC class I binding data.. This data is from Peptide-MHC class I binding affinity with 185,985 pairs from IEDB/IMGT. (1) The peptide sequence is LLILGLIFFV. The MHC is HLA-A02:06 with pseudo-sequence HLA-A02:06. The binding affinity (normalized) is 0.254. (2) The binding affinity (normalized) is 0.0847. The peptide sequence is SESTIDIIL. The MHC is HLA-B35:01 with pseudo-sequence HLA-B35:01. (3) The peptide sequence is YGSWFGLIY. The MHC is HLA-A68:02 with pseudo-sequence HLA-A68:02. The binding affinity (normalized) is 0.0847.